This data is from Forward reaction prediction with 1.9M reactions from USPTO patents (1976-2016). The task is: Predict the product of the given reaction. (1) Given the reactants [C:1]([Si:5]([C:28]1[CH:33]=[CH:32][CH:31]=[CH:30][CH:29]=1)([C:22]1[CH:27]=[CH:26][CH:25]=[CH:24][CH:23]=1)[O:6][CH2:7][CH2:8][C:9]1[N:10]=[C:11]([C:15]2[CH:20]=[CH:19][C:18]([OH:21])=[CH:17][CH:16]=2)[O:12][C:13]=1[CH3:14])([CH3:4])([CH3:3])[CH3:2].Br.Br[CH2:36][C:37]1[CH:42]=[CH:41][CH:40]=[CH:39][N:38]=1.C([O-])([O-])=O.[K+].[K+], predict the reaction product. The product is: [C:1]([Si:5]([C:28]1[CH:33]=[CH:32][CH:31]=[CH:30][CH:29]=1)([C:22]1[CH:23]=[CH:24][CH:25]=[CH:26][CH:27]=1)[O:6][CH2:7][CH2:8][C:9]1[N:10]=[C:11]([C:15]2[CH:20]=[CH:19][C:18]([O:21][CH2:36][C:37]3[CH:42]=[CH:41][CH:40]=[CH:39][N:38]=3)=[CH:17][CH:16]=2)[O:12][C:13]=1[CH3:14])([CH3:4])([CH3:2])[CH3:3]. (2) Given the reactants [Cl:1][C:2]1[CH:7]=[CH:6][C:5]([N+:8]([O-])=O)=[CH:4][C:3]=1[OH:11], predict the reaction product. The product is: [Cl:1][C:2]1[CH:7]=[CH:6][C:5]([NH2:8])=[CH:4][C:3]=1[OH:11]. (3) Given the reactants [Cl:1][C:2]1[CH:7]=[C:6]([Cl:8])[CH:5]=[CH:4][C:3]=1[CH2:9][C:10]([OH:12])=O.[CH3:13][C:14]1[N:15]=[C:16]([NH2:25])[S:17][C:18]=1[CH2:19][CH2:20][O:21][N+:22]([O-:24])=[O:23], predict the reaction product. The product is: [Cl:1][C:2]1[CH:7]=[C:6]([Cl:8])[CH:5]=[CH:4][C:3]=1[CH2:9][C:10]([NH:25][C:16]1[S:17][C:18]([CH2:19][CH2:20][O:21][N+:22]([O-:24])=[O:23])=[C:14]([CH3:13])[N:15]=1)=[O:12]. (4) Given the reactants [CH:1]1([CH2:7][N:8]2[C:12]3[CH:13]=[CH:14][C:15]([NH:17]C(=O)C)=[CH:16][C:11]=3[N:10]=[C:9]2[C:21]([CH3:25])([CH3:24])[CH2:22][CH3:23])[CH2:6][CH2:5][CH2:4][CH2:3][CH2:2]1, predict the reaction product. The product is: [CH:1]1([CH2:7][N:8]2[C:12]3[CH:13]=[CH:14][C:15]([NH2:17])=[CH:16][C:11]=3[N:10]=[C:9]2[C:21]([CH3:24])([CH3:25])[CH2:22][CH3:23])[CH2:2][CH2:3][CH2:4][CH2:5][CH2:6]1.